Dataset: Catalyst prediction with 721,799 reactions and 888 catalyst types from USPTO. Task: Predict which catalyst facilitates the given reaction. (1) Reactant: Br[C:2]1[CH:7]=[CH:6][C:5]([OH:8])=[CH:4][CH:3]=1.[F:9][C:10]1[CH:11]=[C:12]2[C:16](=[CH:17][CH:18]=1)[NH:15][N:14]=[CH:13]2.[O-]P([O-])([O-])=O.[K+].[K+].[K+].CNCCNC. Product: [F:9][C:10]1[CH:18]=[CH:17][C:16]2[C:12](=[CH:13][N:14]([C:2]3[CH:7]=[CH:6][C:5]([OH:8])=[CH:4][CH:3]=3)[N:15]=2)[CH:11]=1. The catalyst class is: 509. (2) Reactant: C(OC(=O)[N:7]([CH:17]1[CH2:25][CH2:24][C:23]2[C:19](=[CH:20][N:21]([C:26]3[C:35]4[C:30](=[CH:31][CH:32]=[C:33]([O:36][CH3:37])[N:34]=4)[N:29]=[CH:28][CH:27]=3)[N:22]=2)[CH2:18]1)[CH2:8][CH2:9][O:10][C:11]1[CH:16]=[CH:15][CH:14]=[CH:13][CH:12]=1)(C)(C)C.C(OC(=O)NC1CCC2C(=CN(C3C4C(=CC=C(OC)N=4)N=CC=3)N=2)C1)(C)(C)C.[H-].[Na+].BrCCOC1C=CC=CC=1. Product: [CH3:37][O:36][C:33]1[N:34]=[C:35]2[C:30](=[CH:31][CH:32]=1)[N:29]=[CH:28][CH:27]=[C:26]2[N:21]1[CH:20]=[C:19]2[C:23]([CH2:24][CH2:25][CH:17]([NH:7][CH2:8][CH2:9][O:10][C:11]3[CH:12]=[CH:13][CH:14]=[CH:15][CH:16]=3)[CH2:18]2)=[N:22]1. The catalyst class is: 173. (3) Product: [CH3:1][O:2][C:3](=[O:19])[C:4]1[CH:9]=[C:8]([N+:10]([O-:12])=[O:11])[C:7]([N:13]([C:14](=[O:16])[CH3:15])[CH3:20])=[CH:6][C:5]=1[O:17][CH3:18]. Reactant: [CH3:1][O:2][C:3](=[O:19])[C:4]1[CH:9]=[C:8]([N+:10]([O-:12])=[O:11])[C:7]([NH:13][C:14](=[O:16])[CH3:15])=[CH:6][C:5]=1[O:17][CH3:18].[CH3:20]OS(C)(=O)=O.C([O-])([O-])=O.[K+].[K+]. The catalyst class is: 174.